From a dataset of Reaction yield outcomes from USPTO patents with 853,638 reactions. Predict the reaction yield, written as a fraction of the theoretical maximum amount of product (1.0 means a 100% yield; for example, 0.34 means a 34% yield). The reactants are [F:1][C:2]1[CH:7]=[C:6]([C:8]([F:11])([F:10])[F:9])[CH:5]=[CH:4][C:3]=1[CH:12]1[CH2:17][C:16](=[O:18])[NH:15][C:14]([CH3:19])=[C:13]1[C:20](O)=[O:21].[NH2:23][C:24]1[CH:25]=[C:26]2[C:30](=[CH:31][CH:32]=1)[NH:29][N:28]=[C:27]2[CH3:33].C(Cl)CCl.CCN(CC)CC. The catalyst is CN(C=O)C.CCOC(C)=O.Cl. The product is [F:1][C:2]1[CH:7]=[C:6]([C:8]([F:9])([F:10])[F:11])[CH:5]=[CH:4][C:3]=1[CH:12]1[CH2:17][C:16](=[O:18])[NH:15][C:14]([CH3:19])=[C:13]1[C:20]([NH:23][C:24]1[CH:25]=[C:26]2[C:30](=[CH:31][CH:32]=1)[NH:29][N:28]=[C:27]2[CH3:33])=[O:21]. The yield is 0.230.